Dataset: Catalyst prediction with 721,799 reactions and 888 catalyst types from USPTO. Task: Predict which catalyst facilitates the given reaction. (1) Reactant: [CH3:1][NH:2][C:3]1[CH:4]=[N:5][C:6]2[CH:7]=[C:8]3[CH2:17][CH2:16][NH:15][CH2:14][CH2:13][C:9]3=[CH:10][C:11]=2[N:12]=1.ClC1C=NC2C=C3CCN([C:34](=[O:39])[C:35]([F:38])([F:37])[F:36])CCC3=CC=2N=1.CN.C(=O)([O-])[O-:43].[K+].[K+]. Product: [F:36][C:35]([F:38])([F:37])[C:34]([OH:39])=[O:43].[CH3:1][NH:2][C:3]1[CH:4]=[N:5][C:6]2[CH:7]=[C:8]3[CH2:17][CH2:16][NH:15][CH2:14][CH2:13][C:9]3=[CH:10][C:11]=2[N:12]=1. The catalyst class is: 1. (2) Reactant: [NH:1]1[CH:5]=[N:4][C:3]([NH2:6])=[N:2]1.[O:7]1[C:11]2([CH2:16][CH2:15][C:14](=O)[CH2:13][CH2:12]2)[O:10][CH2:9][CH2:8]1.C(O[BH-](OC(=O)C)OC(=O)C)(=O)C.[Na+].O. Product: [O:7]1[C:11]2([CH2:16][CH2:15][CH:14]([NH:6][C:3]3[NH:4][CH:5]=[N:1][N:2]=3)[CH2:13][CH2:12]2)[O:10][CH2:9][CH2:8]1. The catalyst class is: 15. (3) Reactant: [CH3:1][N:2]([C:4]1[CH:9]=[CH:8][C:7]([C:10]([C:20]2[CH:25]=[CH:24][CH:23]=[CH:22][CH:21]=2)=[C:11]2[CH:19]=[CH:18][C:14](=[N+:15]([CH3:17])[CH3:16])[CH:13]=[CH:12]2)=[CH:6][CH:5]=1)[CH3:3].[Cl-:26].P([O-])([O-])([O-])=O.P(OC[C@H]1O[C@@H](N2C3N=CN=C(N)C=3N=C2)[C@H](O)[C@@H]1O)(OP(OP(O)(O)=O)(O)=O)(=O)O.C1N(CCS(O)(=O)=O)CCN(CCS(O)(=O)=O)C1.C1N(CCS(O)(=O)=O)CCN(CCS(O)(=O)=O)C1.[OH-].[K+].[Mg+2].[Cl-].[Cl-].C(S)[C@@H](O)[C@H](O)CS.CCC(COC(C(N(CC[NH+](C)C)C)=O)(C1C=CC=CC=1)C1C=CC=CC=1)CC.[Cl-].CC1[C@@H](OC([C@H](O)[C@@H](NC(C2C=CC=CC=2)=O)C2C=CC=CC=2)=O)C[C@]2(O)C(C)(C)C=1[C@@H](OC(C)=O)C([C@@]1(C)[C@H]([C@@H]2OC(C2C=CC=CC=2)=O)[C@]2(OC(C)=O)CO[C@@H]2C[C@@H]1O)=O.[NH4+:204].[NH4+].[O-:206][Mo:207]([O-:210])(=[O:209])=[O:208]. Product: [CH3:1][N:2]([C:4]1[CH:5]=[CH:6][C:7]([C:10]([C:20]2[CH:25]=[CH:24][CH:23]=[CH:22][CH:21]=2)=[C:11]2[CH:12]=[CH:13][C:14](=[N+:15]([CH3:17])[CH3:16])[CH:18]=[CH:19]2)=[CH:8][CH:9]=1)[CH3:3].[Cl-:26].[NH4+:204].[NH4+:2].[O-:209][Mo:207]([O-:210])(=[O:208])=[O:206]. The catalyst class is: 223. (4) Reactant: [I:1][C:2]1[CH:3]=[C:4]([C:10]2[CH:14]=[CH:13][S:12][CH:11]=2)[CH:5]=[C:6]([O:8]C)[CH:7]=1.[I-].[Na+].C[Si](Cl)(C)C. Product: [I:1][C:2]1[CH:7]=[C:6]([OH:8])[CH:5]=[C:4]([C:10]2[CH:14]=[CH:13][S:12][CH:11]=2)[CH:3]=1. The catalyst class is: 47. (5) Reactant: [C:1]([O:5][C:6](=[O:12])[C@H:7]([C@@H:9]([CH3:11])[OH:10])[NH2:8])([CH3:4])([CH3:3])[CH3:2].Cl.C(N(CC)CC)C.[C:21]([O:25][C:26](O[C:26]([O:25][C:21]([CH3:24])([CH3:23])[CH3:22])=[O:27])=[O:27])([CH3:24])([CH3:23])[CH3:22]. Product: [C:1]([O:5][C:6](=[O:12])[C@H:7]([C@@H:9]([CH3:11])[OH:10])[NH:8][C:26]([O:25][C:21]([CH3:24])([CH3:23])[CH3:22])=[O:27])([CH3:4])([CH3:2])[CH3:3]. The catalyst class is: 526. (6) The catalyst class is: 4. Product: [CH2:1]([O:8][CH2:9][C:10]([N:24]1[C:25]2[C:30](=[C:29]([F:31])[CH:28]=[CH:27][C:26]=2[O:32][CH2:33][CH2:34][CH3:35])[C:21](=[O:20])[C:22]([C:36]2[CH:37]=[CH:38][C:39]([O:42][CH3:43])=[CH:40][CH:41]=2)=[CH:23]1)=[O:11])[C:2]1[CH:7]=[CH:6][CH:5]=[CH:4][CH:3]=1. Reactant: [CH2:1]([O:8][CH2:9][C:10](Cl)=[O:11])[C:2]1[CH:7]=[CH:6][CH:5]=[CH:4][CH:3]=1.[Si]([O:20][C:21]1[C:30]2[C:25](=[C:26]([O:32][CH2:33][CH2:34][CH3:35])[CH:27]=[CH:28][C:29]=2[F:31])[N:24]=[CH:23][C:22]=1[C:36]1[CH:41]=[CH:40][C:39]([O:42][CH3:43])=[CH:38][CH:37]=1)(C(C)(C)C)(C)C.C(=O)(O)[O-].[Na+]. (7) Reactant: CCN(C(C)C)C(C)C.[CH3:10][O:11][C:12]1[CH:13]=[CH:14][CH:15]=[C:16]2[C:21]=1[O:20][C:19](=[O:22])[C:18]([C:23]([OH:25])=O)=[CH:17]2.CN(C(ON1N=NC2C=CC=NC1=2)=[N+](C)C)C.F[P-](F)(F)(F)(F)F.[C:50]([C:52]1[CH:53]=[C:54]([C:59]2[CH:64]=[CH:63][CH:62]=[C:61]([NH2:65])[CH:60]=2)[CH:55]=[CH:56][C:57]=1[F:58])#[N:51]. Product: [C:50]([C:52]1[CH:53]=[C:54]([C:59]2[CH:64]=[CH:63][CH:62]=[C:61]([NH:65][C:23]([C:18]3[C:19](=[O:22])[O:20][C:21]4[C:16]([CH:17]=3)=[CH:15][CH:14]=[CH:13][C:12]=4[O:11][CH3:10])=[O:25])[CH:60]=2)[CH:55]=[CH:56][C:57]=1[F:58])#[N:51]. The catalyst class is: 3.